This data is from Catalyst prediction with 721,799 reactions and 888 catalyst types from USPTO. The task is: Predict which catalyst facilitates the given reaction. (1) Reactant: [O:1]=[C:2]1[CH:6]=[CH:5][C:4](=[O:7])[N:3]1[CH2:8][CH2:9][C:10]([O:12]N1C(=O)CCC1=O)=O.[NH2:20][CH2:21][CH2:22][CH2:23][O:24][CH2:25][CH2:26][O:27][CH2:28][CH2:29][O:30][CH2:31][CH2:32][CH2:33][NH:34][C:35]1[CH:85]=[CH:84][C:38]([C:39]([C:41]2[CH:83]=[CH:82][C:44]([O:45][CH2:46][CH2:47][CH2:48][NH:49][C:50](=[O:81])[CH2:51][CH2:52][O:53][CH2:54][CH2:55][O:56][CH2:57][CH2:58][O:59][CH2:60][CH2:61][O:62][CH2:63][CH2:64][NH:65][C:66](=[O:80])[CH2:67][CH2:68][CH2:69][CH2:70][CH:71]3[CH:78]4[CH:74]([NH:75][C:76](=[O:79])[NH:77]4)[CH2:73][S:72]3)=[CH:43][CH:42]=2)=[O:40])=[CH:37][CH:36]=1. Product: [O:7]=[C:4]1[CH:5]=[CH:6][C:2](=[O:1])[N:3]1[CH2:8][CH2:9][C:10](=[O:12])[NH:20][CH2:21][CH2:22][CH2:23][O:24][CH2:25][CH2:26][O:27][CH2:28][CH2:29][O:30][CH2:31][CH2:32][CH2:33][NH:34][C:35]1[CH:36]=[CH:37][C:38]([C:39]([C:41]2[CH:83]=[CH:82][C:44]([O:45][CH2:46][CH2:47][CH2:48][NH:49][C:50](=[O:81])[CH2:51][CH2:52][O:53][CH2:54][CH2:55][O:56][CH2:57][CH2:58][O:59][CH2:60][CH2:61][O:62][CH2:63][CH2:64][NH:65][C:66](=[O:80])[CH2:67][CH2:68][CH2:69][CH2:70][CH:71]3[CH:78]4[CH:74]([NH:75][C:76](=[O:79])[NH:77]4)[CH2:73][S:72]3)=[CH:43][CH:42]=2)=[O:40])=[CH:84][CH:85]=1. The catalyst class is: 2. (2) Reactant: [CH:1]([N:4]=[C:5]=[O:6])([CH3:3])[CH3:2].[F:7][C:8]1[CH:9]=[CH:10][C:11]([NH:14][NH2:15])=[N:12][CH:13]=1. Product: [F:7][C:8]1[CH:9]=[CH:10][C:11]([NH:14][NH:15][C:5]([NH:4][CH:1]([CH3:3])[CH3:2])=[O:6])=[N:12][CH:13]=1. The catalyst class is: 2. (3) Reactant: [CH3:1][C:2]1[N:3]([C:17]2[CH:22]=[CH:21][CH:20]=[CH:19][C:18]=2[CH3:23])[C:4]([C:7](=[N:15]O)[CH2:8][C:9]2[CH:14]=[CH:13][CH:12]=[CH:11][CH:10]=2)=[N:5][N:6]=1. Product: [CH3:1][C:2]1[N:3]([C:17]2[CH:22]=[CH:21][CH:20]=[CH:19][C:18]=2[CH3:23])[C:4]([CH:7]([NH2:15])[CH2:8][C:9]2[CH:14]=[CH:13][CH:12]=[CH:11][CH:10]=2)=[N:5][N:6]=1. The catalyst class is: 183. (4) Reactant: [F:1][C:2]1[CH:31]=[CH:30][C:5]([CH2:6][NH:7][C:8]([C:10]2[N:11]=[C:12]3[C:21]([CH3:23])([CH3:22])[N:20]([CH2:24][C:25]4[N:26]=[N:27][NH:28][N:29]=4)[CH2:19][CH2:18][N:13]3[C:14](=[O:17])[C:15]=2[OH:16])=[O:9])=[CH:4][CH:3]=1.[C:32](O[C:32](=[O:39])[C:33]1[CH:38]=[CH:37][CH:36]=[CH:35][CH:34]=1)(=[O:39])[C:33]1[CH:38]=[CH:37][CH:36]=[CH:35][CH:34]=1.C(N(CC)CC)C.C(N(C1C=CC=CN=1)CC)C. The catalyst class is: 1. Product: [C:32]([O:16][C:15]1[C:14](=[O:17])[N:13]2[CH2:18][CH2:19][N:20]([CH2:24][C:25]3[NH:29][N:28]=[N:27][N:26]=3)[C:21]([CH3:23])([CH3:22])[C:12]2=[N:11][C:10]=1[C:8]([NH:7][CH2:6][C:5]1[CH:4]=[CH:3][C:2]([F:1])=[CH:31][CH:30]=1)=[O:9])(=[O:39])[C:33]1[CH:38]=[CH:37][CH:36]=[CH:35][CH:34]=1. (5) Reactant: [F:1][C:2]1[C:11]([CH:12]([CH3:16])[CH:13](O)[OH:14])=[C:10]2[C:5]([CH:6]=[CH:7][C:8]([O:17]C)=[N:9]2)=[CH:4][CH:3]=1.N1C=CC=CC=1.[CH3:25][S:26](O[S:26]([CH3:25])(=[O:28])=[O:27])(=[O:28])=[O:27]. Product: [CH3:25][S:26]([O:14][CH2:13][CH:12]1[C:11]2=[C:10]3[C:5](=[CH:4][CH:3]=[C:2]2[F:1])[CH:6]=[CH:7][C:8](=[O:17])[N:9]3[CH2:16]1)(=[O:28])=[O:27]. The catalyst class is: 68.